This data is from NCI-60 drug combinations with 297,098 pairs across 59 cell lines. The task is: Regression. Given two drug SMILES strings and cell line genomic features, predict the synergy score measuring deviation from expected non-interaction effect. (1) Drug 1: C1=NC2=C(N1)C(=S)N=CN2. Drug 2: C1CNP(=O)(OC1)N(CCCl)CCCl. Cell line: COLO 205. Synergy scores: CSS=15.0, Synergy_ZIP=-4.56, Synergy_Bliss=2.62, Synergy_Loewe=-28.8, Synergy_HSA=-1.94. (2) Drug 1: C1=NC(=NC(=O)N1C2C(C(C(O2)CO)O)O)N. Drug 2: CC1C(C(CC(O1)OC2CC(CC3=C2C(=C4C(=C3O)C(=O)C5=CC=CC=C5C4=O)O)(C(=O)C)O)N)O. Cell line: DU-145. Synergy scores: CSS=53.8, Synergy_ZIP=-4.55, Synergy_Bliss=-0.199, Synergy_Loewe=0.637, Synergy_HSA=2.10. (3) Drug 1: C1=CC(=CC=C1CCCC(=O)O)N(CCCl)CCCl. Drug 2: C1=CN(C=N1)CC(O)(P(=O)(O)O)P(=O)(O)O. Cell line: SK-MEL-5. Synergy scores: CSS=1.00, Synergy_ZIP=-9.10, Synergy_Bliss=-19.5, Synergy_Loewe=-20.2, Synergy_HSA=-19.0. (4) Synergy scores: CSS=3.57, Synergy_ZIP=1.91, Synergy_Bliss=5.52, Synergy_Loewe=2.55, Synergy_HSA=2.60. Cell line: NCI-H522. Drug 2: C1CN(P(=O)(OC1)NCCCl)CCCl. Drug 1: CS(=O)(=O)OCCCCOS(=O)(=O)C. (5) Drug 1: COC1=CC(=CC(=C1O)OC)C2C3C(COC3=O)C(C4=CC5=C(C=C24)OCO5)OC6C(C(C7C(O6)COC(O7)C8=CC=CS8)O)O. Drug 2: CC1CCC2CC(C(=CC=CC=CC(CC(C(=O)C(C(C(=CC(C(=O)CC(OC(=O)C3CCCCN3C(=O)C(=O)C1(O2)O)C(C)CC4CCC(C(C4)OC)O)C)C)O)OC)C)C)C)OC. Cell line: LOX IMVI. Synergy scores: CSS=18.8, Synergy_ZIP=-11.1, Synergy_Bliss=-12.9, Synergy_Loewe=-6.98, Synergy_HSA=-6.38.